This data is from Forward reaction prediction with 1.9M reactions from USPTO patents (1976-2016). The task is: Predict the product of the given reaction. (1) Given the reactants [F:1][C:2]1[CH:7]=[CH:6][C:5]([C:8]#[CH:9])=[CH:4][CH:3]=1.[CH:10]([C@@H:12]1[N:16]([CH3:17])[C:15](=[O:18])[CH2:14][C@@H:13]1[C:19]1[CH:24]=[CH:23][CH:22]=[CH:21][CH:20]=1)=[O:11].N1C=CC=CC=1, predict the reaction product. The product is: [F:1][C:2]1[CH:7]=[CH:6][C:5]([C:8]#[C:9][C@H:10]([C@@H:12]2[N:16]([CH3:17])[C:15](=[O:18])[CH2:14][C@@H:13]2[C:19]2[CH:24]=[CH:23][CH:22]=[CH:21][CH:20]=2)[OH:11])=[CH:4][CH:3]=1. (2) The product is: [OH:26][CH2:27][CH:28]([NH:31][S:32]([C:35]1[S:36][C:37]([C:2]#[C:1][C:3]2[CH:4]=[N:5][N:6]3[C:11]([C:12]([F:14])([F:13])[F:15])=[CH:10][C:9]([C:16]4[CH:21]=[CH:20][C:19]([C:22]([F:25])([F:24])[F:23])=[CH:18][CH:17]=4)=[N:8][C:7]=23)=[CH:38][CH:39]=1)(=[O:34])=[O:33])[CH2:29][OH:30]. Given the reactants [C:1]([C:3]1[CH:4]=[N:5][N:6]2[C:11]([C:12]([F:15])([F:14])[F:13])=[CH:10][C:9]([C:16]3[CH:21]=[CH:20][C:19]([C:22]([F:25])([F:24])[F:23])=[CH:18][CH:17]=3)=[N:8][C:7]=12)#[CH:2].[OH:26][CH2:27][CH:28]([NH:31][S:32]([C:35]1[S:36][C:37](Cl)=[CH:38][CH:39]=1)(=[O:34])=[O:33])[CH2:29][OH:30], predict the reaction product.